Dataset: NCI-60 drug combinations with 297,098 pairs across 59 cell lines. Task: Regression. Given two drug SMILES strings and cell line genomic features, predict the synergy score measuring deviation from expected non-interaction effect. (1) Drug 2: CC1=C(N=C(N=C1N)C(CC(=O)N)NCC(C(=O)N)N)C(=O)NC(C(C2=CN=CN2)OC3C(C(C(C(O3)CO)O)O)OC4C(C(C(C(O4)CO)O)OC(=O)N)O)C(=O)NC(C)C(C(C)C(=O)NC(C(C)O)C(=O)NCCC5=NC(=CS5)C6=NC(=CS6)C(=O)NCCC[S+](C)C)O. Drug 1: C1=CN(C=N1)CC(O)(P(=O)(O)O)P(=O)(O)O. Synergy scores: CSS=5.76, Synergy_ZIP=0.173, Synergy_Bliss=5.26, Synergy_Loewe=-6.19, Synergy_HSA=-0.228. Cell line: MCF7. (2) Drug 1: C1=CC(=CC=C1CCC2=CNC3=C2C(=O)NC(=N3)N)C(=O)NC(CCC(=O)O)C(=O)O. Drug 2: CC1CCC2CC(C(=CC=CC=CC(CC(C(=O)C(C(C(=CC(C(=O)CC(OC(=O)C3CCCCN3C(=O)C(=O)C1(O2)O)C(C)CC4CCC(C(C4)OC)O)C)C)O)OC)C)C)C)OC. Cell line: K-562. Synergy scores: CSS=41.4, Synergy_ZIP=-9.33, Synergy_Bliss=-8.62, Synergy_Loewe=-3.19, Synergy_HSA=-1.43.